Dataset: Full USPTO retrosynthesis dataset with 1.9M reactions from patents (1976-2016). Task: Predict the reactants needed to synthesize the given product. (1) Given the product [CH:3]1([O:8][N:9]2[C:14]([CH3:16])([CH3:15])[CH2:13][CH:12]([O:17][C:18](=[O:25])[C:19]3[CH:24]=[CH:23][CH:22]=[CH:21][CH:20]=3)[CH2:11][C:10]2([CH3:27])[CH3:26])[CH2:2][CH2:12][CH2:11][CH2:10][CH2:26]1, predict the reactants needed to synthesize it. The reactants are: F[C:2](F)(F)[C:3](O)=O.[OH:8][N:9]1[C:14]([CH3:16])([CH3:15])[CH2:13][CH:12]([O:17][C:18](=[O:25])[C:19]2[CH:24]=[CH:23][CH:22]=[CH:21][CH:20]=2)[CH2:11][C:10]1([CH3:27])[CH3:26].OO.S([O-])([O-])=O.[Na+].[Na+]. (2) The reactants are: [CH3:1][C:2]1[N:7]=[CH:6][C:5]([O:8][CH:9]2[CH2:12][N:11]([C:13]([CH:15]3[CH2:21][CH2:20][CH2:19][N:18]([C:22](OCC4C=CC=CC=4)=O)[CH2:17][CH2:16]3)=[O:14])[CH2:10]2)=[CH:4][CH:3]=1.[C:32]1(=O)[CH2:35]C[CH2:33]1. Given the product [CH:22]1([N:18]2[CH2:19][CH2:20][CH2:21][CH:15]([C:13]([N:11]3[CH2:10][CH:9]([O:8][C:5]4[CH:6]=[N:7][C:2]([CH3:1])=[CH:3][CH:4]=4)[CH2:12]3)=[O:14])[CH2:16][CH2:17]2)[CH2:35][CH2:32][CH2:33]1, predict the reactants needed to synthesize it. (3) Given the product [OH:1][C@@H:2]1[C@@H:9]2[C@@:5]([C:12]([O:14][CH3:15])=[O:13])([O:6][C:7]([CH3:11])([CH3:10])[O:8]2)[O:4][C@@H:3]1[CH2:16][O:17][S:18]([C:21]1[CH:27]=[CH:26][C:24]([CH3:25])=[CH:23][CH:22]=1)(=[O:20])=[O:19], predict the reactants needed to synthesize it. The reactants are: [OH:1][C@@H:2]1[C@@H:9]2[C@@:5]([C:12]([O:14][CH3:15])=[O:13])([O:6][C:7]([CH3:11])([CH3:10])[O:8]2)[O:4][C@@H:3]1[CH2:16][OH:17].[S:18](Cl)([C:21]1[CH:27]=[CH:26][C:24]([CH3:25])=[CH:23][CH:22]=1)(=[O:20])=[O:19]. (4) The reactants are: [C:1](O)(=O)C.C=O.C([BH3-])#N.[Na+].[Cl:11][C:12]1[CH:52]=[CH:51][C:15]([CH2:16][CH:17]2[N:22]3[C:23](=[O:46])[CH:24]([NH:38][C:39]([CH:41]4[CH2:45][CH2:44][CH2:43][NH:42]4)=[O:40])[CH2:25][N:26]([S:27]([C:30]4[CH:35]=[CH:34][C:33]([Cl:36])=[CH:32][C:31]=4[Cl:37])(=[O:29])=[O:28])[CH:21]3[CH2:20][N:19]([CH:47]([CH3:49])[CH3:48])[C:18]2=[O:50])=[CH:14][CH:13]=1. Given the product [Cl:11][C:12]1[CH:13]=[CH:14][C:15]([CH2:16][CH:17]2[N:22]3[C:23](=[O:46])[CH:24]([NH:38][C:39]([CH:41]4[CH2:45][CH2:44][CH2:43][N:42]4[CH3:1])=[O:40])[CH2:25][N:26]([S:27]([C:30]4[CH:35]=[CH:34][C:33]([Cl:36])=[CH:32][C:31]=4[Cl:37])(=[O:29])=[O:28])[CH:21]3[CH2:20][N:19]([CH:47]([CH3:49])[CH3:48])[C:18]2=[O:50])=[CH:51][CH:52]=1, predict the reactants needed to synthesize it.